This data is from Full USPTO retrosynthesis dataset with 1.9M reactions from patents (1976-2016). The task is: Predict the reactants needed to synthesize the given product. Given the product [Cl:1][C:2]1[CH:3]=[N:4][C:5]2[N:6]([N:8]=[C:9]([C:11]([N:25]3[CH2:24][CH2:23][C:22]4[C:27](=[CH:28][CH:29]=[CH:30][C:21]=4[C:18]4[CH:19]=[N:20][C:15]([F:14])=[CH:16][CH:17]=4)[CH:26]3[CH3:31])=[O:13])[CH:10]=2)[CH:7]=1, predict the reactants needed to synthesize it. The reactants are: [Cl:1][C:2]1[CH:3]=[N:4][C:5]2[N:6]([N:8]=[C:9]([C:11]([OH:13])=O)[CH:10]=2)[CH:7]=1.[F:14][C:15]1[N:20]=[CH:19][C:18]([C:21]2[CH:30]=[CH:29][CH:28]=[C:27]3[C:22]=2[CH2:23][CH2:24][NH:25][CH:26]3[CH3:31])=[CH:17][CH:16]=1.